The task is: Predict the reactants needed to synthesize the given product.. This data is from Full USPTO retrosynthesis dataset with 1.9M reactions from patents (1976-2016). (1) Given the product [F:1][C:2]1[CH:21]=[CH:20][C:5]2[C:6]([C:9]3[CH:10]=[CH:11][C:12]([O:15][CH2:16][C@H:17]([OH:18])[CH2:19][N:22]4[CH2:27][CH2:26][CH2:25][CH2:24][CH2:23]4)=[CH:13][CH:14]=3)=[N:7][O:8][C:4]=2[CH:3]=1, predict the reactants needed to synthesize it. The reactants are: [F:1][C:2]1[CH:21]=[CH:20][C:5]2[C:6]([C:9]3[CH:14]=[CH:13][C:12]([O:15][CH2:16][C@H:17]4[CH2:19][O:18]4)=[CH:11][CH:10]=3)=[N:7][O:8][C:4]=2[CH:3]=1.[NH:22]1[CH2:27][CH2:26][CH2:25][CH2:24][CH2:23]1. (2) Given the product [CH:18]1([N:7]2[CH2:8][C:9]([F:17])([F:16])[C:10](=[O:15])[N:11]([CH2:12][CH2:13][CH3:14])[C:5]3[CH:4]=[N:3][C:2]([NH:24][C:25]4[CH:26]=[CH:27][C:28]([C:29]([NH:31][CH:32]5[CH2:37][CH2:36][O:35][CH2:34][CH2:33]5)=[O:30])=[CH:38][CH:39]=4)=[N:23][C:6]2=3)[CH2:22][CH2:21][CH2:20][CH2:19]1, predict the reactants needed to synthesize it. The reactants are: Cl[C:2]1[N:3]=[CH:4][C:5]2[N:11]([CH2:12][CH2:13][CH3:14])[C:10](=[O:15])[C:9]([F:17])([F:16])[CH2:8][N:7]([CH:18]3[CH2:22][CH2:21][CH2:20][CH2:19]3)[C:6]=2[N:23]=1.[NH2:24][C:25]1[CH:39]=[CH:38][C:28]([C:29]([NH:31][CH:32]2[CH2:37][CH2:36][O:35][CH2:34][CH2:33]2)=[O:30])=[CH:27][CH:26]=1.O.C1(C)C=CC(S(O)(=O)=O)=CC=1. (3) The reactants are: [C:1]([O:5][C:6]([N:8]1[C:16]2[C:11](=[C:12]([O:21]COC)[C:13]3[CH:20]=[CH:19][CH:18]=[CH:17][C:14]=3[CH:15]=2)[CH:10]([CH2:25][Cl:26])[CH2:9]1)=[O:7])([CH3:4])([CH3:3])[CH3:2].Cl. Given the product [C:1]([O:5][C:6]([N:8]1[C:16]2[C:11](=[C:12]([OH:21])[C:13]3[CH:20]=[CH:19][CH:18]=[CH:17][C:14]=3[CH:15]=2)[CH:10]([CH2:25][Cl:26])[CH2:9]1)=[O:7])([CH3:4])([CH3:3])[CH3:2], predict the reactants needed to synthesize it. (4) Given the product [Br:11][CH2:1][C:2]1[CH:3]=[CH:4][C:5]([Cl:10])=[C:6]([CH:9]=1)[C:7]#[N:8], predict the reactants needed to synthesize it. The reactants are: [CH3:1][C:2]1[CH:3]=[CH:4][C:5]([Cl:10])=[C:6]([CH:9]=1)[C:7]#[N:8].[Br:11]N1C(=O)CCC1=O.C(OOC(=O)C1C=CC=CC=1)(=O)C1C=CC=CC=1. (5) Given the product [Cl:5][C:6]1[CH:33]=[CH:32][C:31]([N:34]2[CH:38]=[CH:37][CH:36]=[CH:35]2)=[CH:30][C:7]=1[C:8]([NH:10][C:11](=[O:29])[NH:12][C:13]1[S:14][C:15]2[CH:21]=[C:20]([S:22]([CH2:25][CH2:26][CH2:27][NH:4][CH:1]([CH3:3])[CH3:2])(=[O:24])=[O:23])[CH:19]=[CH:18][C:16]=2[N:17]=1)=[O:9], predict the reactants needed to synthesize it. The reactants are: [CH:1]([NH2:4])([CH3:3])[CH3:2].[Cl:5][C:6]1[CH:33]=[CH:32][C:31]([N:34]2[CH:38]=[CH:37][CH:36]=[CH:35]2)=[CH:30][C:7]=1[C:8]([NH:10][C:11](=[O:29])[NH:12][C:13]1[S:14][C:15]2[CH:21]=[C:20]([S:22]([CH2:25][CH2:26][CH2:27]I)(=[O:24])=[O:23])[CH:19]=[CH:18][C:16]=2[N:17]=1)=[O:9]. (6) Given the product [CH:1]1([C@H:4]([C:12]2[CH:13]=[N:14][C:15]([C:18]([F:21])([F:19])[F:20])=[CH:16][CH:17]=2)[NH2:5])[CH2:3][CH2:2]1, predict the reactants needed to synthesize it. The reactants are: [CH:1]1([C@H:4]([C:12]2[CH:13]=[N:14][C:15]([C:18]([F:21])([F:20])[F:19])=[CH:16][CH:17]=2)[NH:5][S@@](C(C)(C)C)=O)[CH2:3][CH2:2]1.C(O)C.Cl. (7) Given the product [Cl:1][C:2]1[C:7]([Cl:8])=[CH:6][C:5]([C:10](=[O:12])[CH3:11])=[C:4]([OH:9])[CH:3]=1, predict the reactants needed to synthesize it. The reactants are: [Cl:1][C:2]1[CH:3]=[C:4]([OH:9])[CH:5]=[CH:6][C:7]=1[Cl:8].[C:10](Cl)(=[O:12])[CH3:11].[Al+3].[Cl-].[Cl-].[Cl-]. (8) The reactants are: Cl.[CH3:2][C@@H:3]1[CH2:7][CH2:6][CH2:5][N:4]1[CH2:8][CH2:9][C:10]1[CH:15]=[CH:14][C:13](B(O)O)=[CH:12][CH:11]=1.Br[C:20]1[CH:25]=[CH:24][C:23]([CH2:26][CH2:27][CH2:28][C:29]([OH:31])=[O:30])=[CH:22][CH:21]=1.C([O-])([O-])=O.[K+].[K+]. Given the product [CH3:2][C@@H:3]1[CH2:7][CH2:6][CH2:5][N:4]1[CH2:8][CH2:9][C:10]1[CH:15]=[CH:14][C:13]([C:20]2[CH:25]=[CH:24][C:23]([CH2:26][CH2:27][CH2:28][C:29]([OH:31])=[O:30])=[CH:22][CH:21]=2)=[CH:12][CH:11]=1, predict the reactants needed to synthesize it.